Dataset: Forward reaction prediction with 1.9M reactions from USPTO patents (1976-2016). Task: Predict the product of the given reaction. (1) The product is: [NH:26]1[CH:30]=[CH:29][N:28]=[C:27]1[C:31]1[CH:36]=[CH:35][C:34]([C:2]2[NH:3][C:4]3[C:9]([N:10]=2)=[C:8]([N:11]2[CH2:16][CH2:15][O:14][CH2:13][C@H:12]2[CH3:17])[N:7]=[C:6]([N:18]2[CH2:23][CH2:22][O:21][CH2:20][C@H:19]2[CH3:24])[N:5]=3)=[CH:33][CH:32]=1. Given the reactants Br[C:2]1[NH:3][C:4]2[C:9]([N:10]=1)=[C:8]([N:11]1[CH2:16][CH2:15][O:14][CH2:13][C@H:12]1[CH3:17])[N:7]=[C:6]([N:18]1[CH2:23][CH2:22][O:21][CH2:20][C@H:19]1[CH3:24])[N:5]=2.O.[NH:26]1[CH:30]=[CH:29][N:28]=[C:27]1[C:31]1[CH:36]=[CH:35][C:34](B(O)O)=[CH:33][CH:32]=1.[F-].[Cs+], predict the reaction product. (2) The product is: [CH3:36][O:37][C:38]1[C:43]2[N:44]=[C:45]([NH:47][C:6](=[O:8])[C:5]3[CH:9]=[CH:10][N:11]=[C:3]([CH3:2])[CH:4]=3)[S:46][C:42]=2[C:41]([CH:48]2[CH2:53][CH2:52][CH2:51][CH2:50][O:49]2)=[CH:40][CH:39]=1. Given the reactants Cl.[CH3:2][C:3]1[CH:4]=[C:5]([CH:9]=[CH:10][N:11]=1)[C:6]([OH:8])=O.CN(C(ON1N=NC2C=CC=NC1=2)=[N+](C)C)C.F[P-](F)(F)(F)(F)F.[CH3:36][O:37][C:38]1[C:43]2[N:44]=[C:45]([NH2:47])[S:46][C:42]=2[C:41]([CH:48]2[CH2:53][CH2:52][CH2:51][CH2:50][O:49]2)=[CH:40][CH:39]=1, predict the reaction product. (3) Given the reactants CC([O-])(C)C.[K+].[Cl:7][C:8]1[C:9]([NH2:14])=[N:10][CH:11]=[N:12][CH:13]=1.[CH2:15]([O:22][C:23]1[CH:30]=[CH:29][C:26]([CH2:27]Cl)=[CH:25][CH:24]=1)[C:16]1[CH:21]=[CH:20][CH:19]=[CH:18][CH:17]=1.O, predict the reaction product. The product is: [CH2:15]([O:22][C:23]1[CH:24]=[CH:25][C:26]([CH2:27][NH:14][C:9]2[C:8]([Cl:7])=[CH:13][N:12]=[CH:11][N:10]=2)=[CH:29][CH:30]=1)[C:16]1[CH:17]=[CH:18][CH:19]=[CH:20][CH:21]=1. (4) Given the reactants Br[C:2]1[CH:3]=[C:4]2[C:8](=[CH:9][CH:10]=1)[NH:7][C:6](=[O:11])[CH2:5]2.CNCCNC.[C:18]([C:20]1[CH:25]=[CH:24][CH:23]=[CH:22][CH:21]=1)#[CH:19].[N-:26]=[N+:27]=[N-:28].[Na+].O=C1O[C@H]([C@H](CO)O)C([O-])=C1O.[Na+], predict the reaction product. The product is: [C:20]1([C:18]2[N:26]=[N:27][N:28]([C:2]3[CH:3]=[C:4]4[C:8](=[CH:9][CH:10]=3)[NH:7][C:6](=[O:11])[CH2:5]4)[CH:19]=2)[CH:25]=[CH:24][CH:23]=[CH:22][CH:21]=1. (5) The product is: [CH3:1][O:2][C:3](=[O:14])/[CH:4]=[CH:5]/[C:6]1[CH:11]=[CH:10][C:9]([CH:12]([N:35]([CH:36]=[O:37])[CH2:34][CH2:33][N:30]2[CH2:31][CH2:32][O:27][CH2:28][CH2:29]2)[C:24](=[O:40])[NH:23][C:20]2[CH:19]=[CH:18][C:17]([C:16]([F:25])([F:26])[F:15])=[CH:22][CH:21]=2)=[CH:8][CH:7]=1. Given the reactants [CH3:1][O:2][C:3](=[O:14])[CH:4]=[CH:5][C:6]1[CH:11]=[CH:10][C:9]([CH:12]=O)=[CH:8][CH:7]=1.[F:15][C:16]([F:26])([F:25])[C:17]1[CH:22]=[CH:21][C:20]([N+:23]#[C-:24])=[CH:19][CH:18]=1.[O:27]1[CH2:32][CH2:31][N:30]([CH2:33][CH2:34][NH2:35])[CH2:29][CH2:28]1.[CH:36](O)=[O:37].C[OH:40], predict the reaction product. (6) Given the reactants [Cl:1][C:2]1[CH:28]=[C:27]([O:29][CH2:30][CH2:31][CH2:32][CH2:33][CH3:34])[CH:26]=[CH:25][C:3]=1[CH2:4][N:5]1[C:9]2[CH:10]=[C:11]([O:15][CH2:16][CH2:17][CH2:18][C:19]([O:21]CC)=[O:20])[CH:12]=[C:13]([CH3:14])[C:8]=2[N:7]=[C:6]1[CH3:24].[OH-].[Na+].Cl, predict the reaction product. The product is: [Cl:1][C:2]1[CH:28]=[C:27]([O:29][CH2:30][CH2:31][CH2:32][CH2:33][CH3:34])[CH:26]=[CH:25][C:3]=1[CH2:4][N:5]1[C:9]2[CH:10]=[C:11]([O:15][CH2:16][CH2:17][CH2:18][C:19]([OH:21])=[O:20])[CH:12]=[C:13]([CH3:14])[C:8]=2[N:7]=[C:6]1[CH3:24]. (7) Given the reactants [Cl:1][C:2]1[NH:11][C:10]2[C:9](=[O:12])[N:7]([CH3:8])[C:6](=[O:13])[N:5]([CH3:14])[C:4]=2[N:3]=1.[CH2:15]([CH:17]1[CH2:19][O:18]1)[CH3:16].CCN(C(C)C)C(C)C, predict the reaction product. The product is: [CH3:8][N:7]1[C:9](=[O:12])[C:10]2[N:11]([CH2:19][CH:17]([OH:18])[CH2:15][CH3:16])[C:2]([Cl:1])=[N:3][C:4]=2[N:5]([CH3:14])[C:6]1=[O:13]. (8) The product is: [CH3:1][S:2]([N:5]1[CH2:9][CH2:8][CH:7]([NH:10][C:11]([C:13]2[C:21]3[C:16](=[N:17][CH:18]=[C:19]([CH:22]4[CH2:24][CH2:23]4)[N:20]=3)[NH:15][CH:14]=2)=[O:12])[CH2:6]1)(=[O:4])=[O:3]. Given the reactants [CH3:1][S:2]([N:5]1[CH2:9][CH2:8][CH:7]([NH:10][C:11]([C:13]2[C:21]3[C:16](=[N:17][CH:18]=[C:19]([CH:22]4[CH2:24][CH2:23]4)[N:20]=3)[N:15](COCC[Si](C)(C)C)[CH:14]=2)=[O:12])[CH2:6]1)(=[O:4])=[O:3].FC(F)(F)C(O)=O, predict the reaction product.